This data is from Forward reaction prediction with 1.9M reactions from USPTO patents (1976-2016). The task is: Predict the product of the given reaction. Given the reactants [C:1]([NH:5][S:6]([C:9]1[CH:14]=[CH:13][CH:12]=[C:11]([C:15]2[N:23]3[C:18]([CH:19]=[N:20][C:21](O)=[N:22]3)=[CH:17][CH:16]=2)[CH:10]=1)(=[O:8])=[O:7])([CH3:4])([CH3:3])[CH3:2].[NH2:25][C:26]1[CH:27]=[C:28]([CH:32]2[N:37]([CH3:38])[CH2:36][CH2:35][N:34]([CH3:39])[C:33]2=[O:40])[CH:29]=[CH:30][CH:31]=1, predict the reaction product. The product is: [C:1]([NH:5][S:6]([C:9]1[CH:14]=[CH:13][CH:12]=[C:11]([C:15]2[N:23]3[C:18]([CH:19]=[N:20][C:21]([NH:25][C:26]4[CH:31]=[CH:30][CH:29]=[C:28]([CH:32]5[C:33](=[O:40])[N:34]([CH3:39])[CH2:35][CH2:36][N:37]5[CH3:38])[CH:27]=4)=[N:22]3)=[CH:17][CH:16]=2)[CH:10]=1)(=[O:8])=[O:7])([CH3:4])([CH3:3])[CH3:2].